This data is from NCI-60 drug combinations with 297,098 pairs across 59 cell lines. The task is: Regression. Given two drug SMILES strings and cell line genomic features, predict the synergy score measuring deviation from expected non-interaction effect. Drug 2: B(C(CC(C)C)NC(=O)C(CC1=CC=CC=C1)NC(=O)C2=NC=CN=C2)(O)O. Drug 1: CCC1(C2=C(COC1=O)C(=O)N3CC4=CC5=C(C=CC(=C5CN(C)C)O)N=C4C3=C2)O.Cl. Synergy scores: CSS=10.9, Synergy_ZIP=-2.44, Synergy_Bliss=-1.10, Synergy_Loewe=-30.0, Synergy_HSA=-8.99. Cell line: KM12.